Dataset: Full USPTO retrosynthesis dataset with 1.9M reactions from patents (1976-2016). Task: Predict the reactants needed to synthesize the given product. (1) Given the product [Cl:18][C:17]1[C:8]([CH2:7][N:4]2[CH2:5][CH2:6][C@@H:2]([NH:1][S:27]([CH3:21])(=[O:29])=[O:28])[CH2:3]2)=[C:9]([C:33]([F:34])([F:35])[F:36])[CH:10]=[C:11]2[C:16]=1[N:15]=[CH:14][N:13]([CH2:19][C:20]1[CH:25]=[C:24]([Cl:26])[CH:23]=[CH:22][C:21]=1[S:27]([CH2:30][CH3:31])(=[O:29])=[O:28])[C:12]2=[O:32], predict the reactants needed to synthesize it. The reactants are: [NH2:1][C@@H:2]1[CH2:6][CH2:5][N:4]([CH2:7][C:8]2[C:17]([Cl:18])=[C:16]3[C:11]([C:12](=[O:32])[N:13]([CH2:19][C:20]4[CH:25]=[C:24]([Cl:26])[CH:23]=[CH:22][C:21]=4[S:27]([CH2:30][CH3:31])(=[O:29])=[O:28])[CH:14]=[N:15]3)=[CH:10][C:9]=2[C:33]([F:36])([F:35])[F:34])[CH2:3]1.ClCCl. (2) Given the product [Cl-:2].[CH3:69][C:70]([CH3:111])([CH2:97][CH2:98][CH2:99][CH2:100][CH2:101][CH2:102][CH2:103][CH2:104][CH2:105][CH2:106][CH2:107][CH2:108][CH2:109][CH3:110])[C:71]([O:73][CH2:74][N+:75]1([CH3:96])[CH2:80][CH2:79][N:78]([C:81]2[C:82]3[CH:94]=[C:93]([CH3:95])[S:92][C:83]=3[NH:84][C:85]3[CH:91]=[CH:90][CH:89]=[CH:88][C:86]=3[N:87]=2)[CH2:77][CH2:76]1)=[O:72], predict the reactants needed to synthesize it. The reactants are: [I-].[Cl-:2].[I-].CC(C)(CCCCCCCCCCCC)C(OC[N+]1(C)CCN(C2C3C=C(C)SC=3NC3C=CC=CC=3N=2)CC1)=O.[I-].C[NH+]1CCN(C2C3C=C(C)SC=3NC3C=CC=CC=3N=2)CC1.[I-].[CH3:69][C:70]([CH3:111])([CH2:97][CH2:98][CH2:99][CH2:100][CH2:101][CH2:102][CH2:103][CH2:104][CH2:105][CH2:106][CH2:107][CH2:108][CH2:109][CH3:110])[C:71]([O:73][CH2:74][N+:75]1([CH3:96])[CH2:80][CH2:79][N:78]([C:81]2[C:82]3[CH:94]=[C:93]([CH3:95])[S:92][C:83]=3[NH:84][C:85]3[CH:91]=[CH:90][CH:89]=[CH:88][C:86]=3[N:87]=2)[CH2:77][CH2:76]1)=[O:72].